This data is from Peptide-MHC class II binding affinity with 134,281 pairs from IEDB. The task is: Regression. Given a peptide amino acid sequence and an MHC pseudo amino acid sequence, predict their binding affinity value. This is MHC class II binding data. (1) The peptide sequence is HSLGRWLGHPDKF. The MHC is H-2-IAs with pseudo-sequence H-2-IAs. The binding affinity (normalized) is 0.470. (2) The peptide sequence is EKKYFAATQFEPCAA. The binding affinity (normalized) is 0.679. The MHC is HLA-DPA10103-DPB10601 with pseudo-sequence HLA-DPA10103-DPB10601. (3) The peptide sequence is AFKIAATAANAAPTN. The MHC is HLA-DQA10401-DQB10402 with pseudo-sequence HLA-DQA10401-DQB10402. The binding affinity (normalized) is 0.544. (4) The peptide sequence is NLELLSLKRLTLTTS. The MHC is DRB1_0101 with pseudo-sequence DRB1_0101. The binding affinity (normalized) is 0. (5) The peptide sequence is GELQIVSKIDAAFKI. The MHC is DRB5_0101 with pseudo-sequence DRB5_0101. The binding affinity (normalized) is 0.806.